Dataset: Full USPTO retrosynthesis dataset with 1.9M reactions from patents (1976-2016). Task: Predict the reactants needed to synthesize the given product. (1) The reactants are: [C:1]([O:10][CH3:11])(=[O:9])[C:2]1[C:3](=[CH:5][CH:6]=[CH:7][CH:8]=1)[SH:4].Br[CH2:13][CH2:14][CH2:15][C:16]([O:18][CH2:19][CH3:20])=[O:17].C(=O)([O-])[O-].[K+].[K+]. Given the product [CH3:11][O:10][C:1](=[O:9])[C:2]1[CH:8]=[CH:7][CH:6]=[CH:5][C:3]=1[S:4][CH2:13][CH2:14][CH2:15][C:16]([O:18][CH2:19][CH3:20])=[O:17], predict the reactants needed to synthesize it. (2) Given the product [Cl:13][C:14]1[N:19]=[CH:18][N:17]=[C:16]([C:20]([N:4]2[C:5]3[C:10](=[CH:9][CH:8]=[C:7]([F:12])[CH:6]=3)[CH2:11][CH:3]2[CH2:1][CH3:2])=[O:21])[CH:15]=1, predict the reactants needed to synthesize it. The reactants are: [CH2:1]([CH:3]1[CH2:11][C:10]2[C:5](=[CH:6][C:7]([F:12])=[CH:8][CH:9]=2)[NH:4]1)[CH3:2].[Cl:13][C:14]1[N:19]=[CH:18][N:17]=[C:16]([C:20](Cl)=[O:21])[CH:15]=1.[OH-].[Na+]. (3) The reactants are: Br[C:2]1[CH:14]=[N:13][C:5]2[NH:6][C:7]3[CH2:8][CH2:9][CH2:10][CH2:11][C:12]=3[C:4]=2[N:3]=1.CC1(C)C(C)(C)OB([C:23]2[CH:28]=[CH:27][C:26]([CH2:29][C:30]([NH:32][C:33]3[CH:37]=[C:36]([C:38]4([C:41]([F:44])([F:43])[F:42])[CH2:40][CH2:39]4)[O:35][N:34]=3)=[O:31])=[CH:25][CH:24]=2)O1.C([O-])([O-])=O.[Na+].[Na+].CC#N. Given the product [N:3]1[C:4]2[C:12]3[CH2:11][CH2:10][CH2:9][CH2:8][C:7]=3[NH:6][C:5]=2[N:13]=[CH:14][C:2]=1[C:23]1[CH:24]=[CH:25][C:26]([CH2:29][C:30]([NH:32][C:33]2[CH:37]=[C:36]([C:38]3([C:41]([F:44])([F:42])[F:43])[CH2:39][CH2:40]3)[O:35][N:34]=2)=[O:31])=[CH:27][CH:28]=1, predict the reactants needed to synthesize it. (4) Given the product [CH3:13][S:14][C:15]1[C:16]2[CH:23]=[C:22]([I:24])[S:21][C:17]=2[N:18]=[CH:19][N:20]=1, predict the reactants needed to synthesize it. The reactants are: C([Li])CCC.C(NC(C)C)(C)C.[CH3:13][S:14][C:15]1[C:16]2[CH:23]=[CH:22][S:21][C:17]=2[N:18]=[CH:19][N:20]=1.[I:24]I.[NH4+].[Cl-]. (5) The reactants are: [CH3:1][CH:2]([CH3:39])[C@H:3]([N:8]1[CH2:16][C:15]2[C:10](=[CH:11][C:12]([C:17]3[CH:22]=[CH:21][C:20]([NH:23][C:24](=[O:37])[C:25]4[CH:30]=[CH:29][C:28]([N:31]5[CH2:36][CH2:35]O[CH2:33][CH2:32]5)=[N:27][CH:26]=4)=[CH:19][CH:18]=3)=[CH:13][CH:14]=2)[C:9]1=[O:38])[C:4]([O:6][CH3:7])=[O:5].N1CCCC1. Given the product [CH3:1][CH:2]([CH3:39])[C@H:3]([N:8]1[CH2:16][C:15]2[C:10](=[CH:11][C:12]([C:17]3[CH:22]=[CH:21][C:20]([NH:23][C:24](=[O:37])[C:25]4[CH:30]=[CH:29][C:28]([N:31]5[CH2:36][CH2:35][CH2:33][CH2:32]5)=[N:27][CH:26]=4)=[CH:19][CH:18]=3)=[CH:13][CH:14]=2)[C:9]1=[O:38])[C:4]([O:6][CH3:7])=[O:5], predict the reactants needed to synthesize it. (6) Given the product [CH3:23][C:24]1([CH3:36])[O:28][C@@H:27]([C@H:29]([CH2:4][N+:1]([O-:3])=[O:2])[CH2:30][C:31]([O:33][CH2:34][CH3:35])=[O:32])[CH2:26][O:25]1, predict the reactants needed to synthesize it. The reactants are: [N+:1]([CH3:4])([O-:3])=[O:2].[F-].C([N+](CCCC)(CCCC)CCCC)CCC.[CH3:23][C:24]1([CH3:36])[O:28][CH:27](/[CH:29]=[CH:30]/[C:31]([O:33][CH2:34][CH3:35])=[O:32])[CH2:26][O:25]1.